Dataset: Reaction yield outcomes from USPTO patents with 853,638 reactions. Task: Predict the reaction yield, written as a fraction of the theoretical maximum amount of product (1.0 means a 100% yield; for example, 0.34 means a 34% yield). (1) The reactants are C([O:3][C:4](=[O:32])[CH2:5][CH2:6][C:7]1[CH:12]=[CH:11][CH:10]=[C:9]([N:13]2[C:17]([NH:18][C:19](=[O:27])[C:20]3[CH:25]=[CH:24][C:23]([Cl:26])=[CH:22][CH:21]=3)=[CH:16][C:15]([C:28]([CH3:31])([CH3:30])[CH3:29])=[N:14]2)[CH:8]=1)C.[Li+].[OH-]. The catalyst is CO. The product is [C:28]([C:15]1[CH:16]=[C:17]([NH:18][C:19](=[O:27])[C:20]2[CH:21]=[CH:22][C:23]([Cl:26])=[CH:24][CH:25]=2)[N:13]([C:9]2[CH:8]=[C:7]([CH2:6][CH2:5][C:4]([OH:32])=[O:3])[CH:12]=[CH:11][CH:10]=2)[N:14]=1)([CH3:31])([CH3:29])[CH3:30]. The yield is 0.870. (2) The reactants are [F:1][C:2]1[CH:3]=[C:4]2[C:8](=[CH:9][CH:10]=1)[NH:7][N:6]=[C:5]2[I:11].[F:12][C:13]([F:18])([F:17])[CH2:14][CH2:15]I. No catalyst specified. The product is [F:1][C:2]1[CH:3]=[C:4]2[C:8](=[CH:9][CH:10]=1)[N:7]([CH2:15][CH2:14][C:13]([F:18])([F:17])[F:12])[N:6]=[C:5]2[I:11]. The yield is 0.460. (3) The reactants are Cl[C:2]1[CH:3]=[CH:4][N:5]2[C:10]([C:11]=1[CH3:12])=[C:9]([CH:13]1[CH2:15][CH2:14]1)[CH:8]=[C:7]([C:16]([O:18][CH3:19])=[O:17])[C:6]2=[O:20].C(O)C.C(=O)([O-])[O-].[Na+].[Na+].[F:30][C:31]1[CH:45]=[C:44](B2OC(C)(C)C(C)(C)O2)[CH:43]=[CH:42][C:32]=1[CH2:33][NH:34][C:35](=[O:41])[O:36][C:37]([CH3:40])([CH3:39])[CH3:38]. The catalyst is C1(C)C=CC=CC=1.C(Cl)Cl.O.[Pd](Cl)Cl.C1(P(C2C=CC=CC=2)[C-]2C=CC=C2)C=CC=CC=1.[C-]1(P(C2C=CC=CC=2)C2C=CC=CC=2)C=CC=C1.[Fe+2]. The product is [C:37]([O:36][C:35]([NH:34][CH2:33][C:32]1[CH:42]=[CH:43][C:44]([C:2]2[CH:3]=[CH:4][N:5]3[C:10]([C:11]=2[CH3:12])=[C:9]([CH:13]2[CH2:15][CH2:14]2)[CH:8]=[C:7]([C:16]([O:18][CH3:19])=[O:17])[C:6]3=[O:20])=[CH:45][C:31]=1[F:30])=[O:41])([CH3:40])([CH3:38])[CH3:39]. The yield is 0.320. (4) The reactants are Br[C:2]1[C:3]([CH:8]=[O:9])=[N:4][CH:5]=[CH:6][CH:7]=1.[CH3:10][C:11]1[CH:16]=[CH:15][C:14](B(O)O)=[CH:13][CH:12]=1.C([O-])([O-])=O.[Na+].[Na+]. The catalyst is COCCOC.C1COCC1.C1C=CC([P]([Pd]([P](C2C=CC=CC=2)(C2C=CC=CC=2)C2C=CC=CC=2)([P](C2C=CC=CC=2)(C2C=CC=CC=2)C2C=CC=CC=2)[P](C2C=CC=CC=2)(C2C=CC=CC=2)C2C=CC=CC=2)(C2C=CC=CC=2)C2C=CC=CC=2)=CC=1. The product is [C:11]1([CH3:10])[CH:16]=[CH:15][C:14]([C:2]2[C:3]([CH:8]=[O:9])=[N:4][CH:5]=[CH:6][CH:7]=2)=[CH:13][CH:12]=1. The yield is 0.770.